Dataset: Catalyst prediction with 721,799 reactions and 888 catalyst types from USPTO. Task: Predict which catalyst facilitates the given reaction. (1) Reactant: [O:1]=[C:2]([C:9]1[CH:14]=[CH:13][C:12]([O:15][C:16]2[CH:21]=[CH:20][CH:19]=[CH:18][CH:17]=2)=[CH:11][CH:10]=1)[CH2:3][C:4]([O:6][CH2:7][CH3:8])=[O:5].[Br:22]Br. Product: [Br:22][CH:3]([C:2](=[O:1])[C:9]1[CH:14]=[CH:13][C:12]([O:15][C:16]2[CH:21]=[CH:20][CH:19]=[CH:18][CH:17]=2)=[CH:11][CH:10]=1)[C:4]([O:6][CH2:7][CH3:8])=[O:5]. The catalyst class is: 12. (2) Reactant: C([N:8]1[C:12]2[CH:13]=[C:14]([N:23]([CH3:32])[C:24]3[CH:29]=[CH:28][N:27]=[C:26]([S:30][CH3:31])[N:25]=3)[CH:15]=[C:16]([C:17]3[CH:22]=[CH:21][CH:20]=[CH:19][CH:18]=3)[C:11]=2[N:10]=[CH:9]1)C1C=CC=CC=1.CS(C)=O.C[Si]([N-][Si](C)(C)C)(C)C.[Li+]. Product: [CH3:32][N:23]([C:24]1[CH:29]=[CH:28][N:27]=[C:26]([S:30][CH3:31])[N:25]=1)[C:14]1[CH:15]=[C:16]([C:17]2[CH:18]=[CH:19][CH:20]=[CH:21][CH:22]=2)[C:11]2[N:10]=[CH:9][NH:8][C:12]=2[CH:13]=1. The catalyst class is: 1. (3) Reactant: Br[C:2]1[N:7]2[CH:8]=[C:9]([CH2:11][N:12]([CH3:23])[CH:13]3[C:22]4[N:21]=[CH:20][CH:19]=[CH:18][C:17]=4[CH2:16][CH2:15][CH2:14]3)[N:10]=[C:6]2[CH:5]=[CH:4][CH:3]=1.C(=O)([O-])[O-].[K+].[K+].[CH3:30][N:31]([CH2:33][C:34]1[CH:39]=[CH:38][C:37](B2OC(C)(C)C(C)(C)O2)=[CH:36][CH:35]=1)[CH3:32]. Product: [CH3:30][N:31]([CH2:33][C:34]1[CH:39]=[CH:38][C:37]([C:2]2[N:7]3[CH:8]=[C:9]([CH2:11][N:12]([CH3:23])[CH:13]4[C:22]5[N:21]=[CH:20][CH:19]=[CH:18][C:17]=5[CH2:16][CH2:15][CH2:14]4)[N:10]=[C:6]3[CH:5]=[CH:4][CH:3]=2)=[CH:36][CH:35]=1)[CH3:32]. The catalyst class is: 659. (4) Reactant: [Br:1][C:2]1[CH:10]=[CH:9][C:5]([C:6](O)=[O:7])=[C:4]([Cl:11])[CH:3]=1. Product: [Br:1][C:2]1[CH:10]=[CH:9][C:5]([CH2:6][OH:7])=[C:4]([Cl:11])[CH:3]=1. The catalyst class is: 1. (5) Reactant: B(Br)(Br)Br.C[O:6][C:7]1[CH:12]=[CH:11][C:10]([C:13]#[C:14][C:15]2[CH:20]=[CH:19][N:18]=[CH:17][CH:16]=2)=[CH:9][CH:8]=1.[OH-].[Na+].Cl. Product: [N:18]1[CH:19]=[CH:20][C:15]([C:14]#[C:13][C:10]2[CH:9]=[CH:8][C:7]([OH:6])=[CH:12][CH:11]=2)=[CH:16][CH:17]=1. The catalyst class is: 4. (6) Reactant: [Br:1][C:2]1[CH:7]=[CH:6][C:5]([C@H:8]([NH2:10])[CH3:9])=[CH:4][CH:3]=1.[CH2:11]([S:13](Cl)(=[O:15])=[O:14])[CH3:12].N1C=CC=CC=1. Product: [Br:1][C:2]1[CH:7]=[CH:6][C:5]([C@H:8]([NH:10][S:13]([CH2:11][CH3:12])(=[O:15])=[O:14])[CH3:9])=[CH:4][CH:3]=1. The catalyst class is: 2. (7) Reactant: [F:1][C:2]1[CH:7]=[CH:6][C:5]([N:8]2[C:11](=[O:12])[C@H:10]([S:13][CH2:14][C:15]([C:17]3[CH:22]=[CH:21][C:20]([F:23])=[CH:19][CH:18]=3)=[O:16])[C@H:9]2[C:24]2[CH:38]=[CH:37][C:27]([O:28][CH2:29][C:30]([NH:32][CH2:33][C:34]([OH:36])=O)=[O:31])=[CH:26][CH:25]=2)=[CH:4][CH:3]=1.CN1CCOCC1.CN(C(ON1N=NC2C=CC=CC1=2)=[N+](C)C)C.[B-](F)(F)(F)F.[C:68]([NH:71][CH2:72][CH2:73][CH2:74][CH2:75][C@H:76]([C:78]([OH:80])=[O:79])[NH2:77])(=[O:70])[CH3:69].[BH4-].[Na+].C([O-])(=O)C.[NH4+]. Product: [F:1][C:2]1[CH:3]=[CH:4][C:5]([N:8]2[C:11](=[O:12])[C@H:10]([S:13][CH2:14][CH:15]([C:17]3[CH:22]=[CH:21][C:20]([F:23])=[CH:19][CH:18]=3)[OH:16])[C@H:9]2[C:24]2[CH:38]=[CH:37][C:27]([O:28][CH2:29][C:30]([NH:32][CH2:33][C:34]([NH:77][C@@H:76]([C:78]([OH:80])=[O:79])[CH2:75][CH2:74][CH2:73][CH2:72][NH:71][C:68](=[O:70])[CH3:69])=[O:36])=[O:31])=[CH:26][CH:25]=2)=[CH:6][CH:7]=1. The catalyst class is: 655. (8) Reactant: [CH3:1][C:2]1([CH2:6][OH:7])[CH2:5][O:4][CH2:3]1.[H-].[Na+].[N+](C1C=CC([O:19][C:20]([N:22]2[CH2:26][C@@H:25]([N:27]([CH2:40][C:41]3[CH:46]=[C:45]([C:47]([F:50])([F:49])[F:48])[CH:44]=[C:43]([C:51]([F:54])([F:53])[F:52])[CH:42]=3)[C:28]3[N:33]=[CH:32][C:31]([C:34]4[CH:35]=[N:36][N:37]([CH3:39])[CH:38]=4)=[CH:30][N:29]=3)[CH2:24][C@H:23]2[CH2:55][CH3:56])=O)=CC=1)([O-])=O. Product: [CH3:1][C:2]1([CH2:6][O:7][C:20]([N:22]2[CH2:26][C@@H:25]([N:27]([CH2:40][C:41]3[CH:42]=[C:43]([C:51]([F:52])([F:53])[F:54])[CH:44]=[C:45]([C:47]([F:48])([F:49])[F:50])[CH:46]=3)[C:28]3[N:29]=[CH:30][C:31]([C:34]4[CH:35]=[N:36][N:37]([CH3:39])[CH:38]=4)=[CH:32][N:33]=3)[CH2:24][C@H:23]2[CH2:55][CH3:56])=[O:19])[CH2:5][O:4][CH2:3]1. The catalyst class is: 1.